Predict the product of the given reaction. From a dataset of Forward reaction prediction with 1.9M reactions from USPTO patents (1976-2016). (1) Given the reactants [CH3:1][O:2][C:3](=[O:12])[C:4]1[CH:9]=[CH:8][C:7]([F:10])=[C:6](Br)[CH:5]=1.[B:13]1([B:13]2[O:17][C:16]([CH3:19])([CH3:18])[C:15]([CH3:21])([CH3:20])[O:14]2)[O:17][C:16]([CH3:19])([CH3:18])[C:15]([CH3:21])([CH3:20])[O:14]1.C([O-])(=O)C.[K+], predict the reaction product. The product is: [CH3:1][O:2][C:3](=[O:12])[C:4]1[CH:9]=[CH:8][C:7]([F:10])=[C:6]([B:13]2[O:17][C:16]([CH3:19])([CH3:18])[C:15]([CH3:21])([CH3:20])[O:14]2)[CH:5]=1. (2) Given the reactants C(=O)([O-])[O-].[Cs+].[Cs+].C(=[NH:20])(C1C=CC=CC=1)C1C=CC=CC=1.Br[C:22]1[N:23]=[C:24]([C:31]([C:33]2[CH:38]=[CH:37][C:36]([N+:39]([O-:41])=[O:40])=[C:35]([O:42][CH3:43])[CH:34]=2)=[O:32])[N:25]2[CH:30]=[CH:29][CH:28]=[CH:27][C:26]=12.C1(P(C2C=CC=CC=2)C2C=CC3C(=CC=CC=3)C=2C2C3C(=CC=CC=3)C=CC=2P(C2C=CC=CC=2)C2C=CC=CC=2)C=CC=CC=1, predict the reaction product. The product is: [NH2:20][C:22]1[N:23]=[C:24]([C:31]([C:33]2[CH:38]=[CH:37][C:36]([N+:39]([O-:41])=[O:40])=[C:35]([O:42][CH3:43])[CH:34]=2)=[O:32])[N:25]2[CH:30]=[CH:29][CH:28]=[CH:27][C:26]=12. (3) Given the reactants [OH-].[Na+].[CH:3]1[C:12]2[C:7](=[CH:8][CH:9]=[CH:10][CH:11]=2)[CH:6]=[CH:5][C:4]=1[S:13]([NH:16][CH:17]1[CH2:20][N:19]([C:21]2[N:26]=[CH:25][C:24]([C:27]([O:29]CC)=[O:28])=[CH:23][N:22]=2)[CH2:18]1)(=[O:15])=[O:14].Cl.C([O-])(O)=O.[Na+], predict the reaction product. The product is: [CH:3]1[C:12]2[C:7](=[CH:8][CH:9]=[CH:10][CH:11]=2)[CH:6]=[CH:5][C:4]=1[S:13]([NH:16][CH:17]1[CH2:20][N:19]([C:21]2[N:26]=[CH:25][C:24]([C:27]([OH:29])=[O:28])=[CH:23][N:22]=2)[CH2:18]1)(=[O:15])=[O:14]. (4) Given the reactants [F:1][C:2]1[CH:7]=[C:6]([O:8]C)[CH:5]=[C:4]([F:10])[C:3]=1[C:11]1S[CH:13]=[C:14]([C:16]([OH:18])=[O:17])[N:15]=1.[F:19][C:20]1C=C(O)C=C(F)[C:21]=1B(O)O.BrC1N=C(C(OC)=O)C=CC=1F, predict the reaction product. The product is: [F:1][C:2]1[CH:7]=[C:6]([OH:8])[CH:5]=[C:4]([F:10])[C:3]=1[C:11]1[N:15]=[C:14]([C:16]([OH:18])=[O:17])[CH:13]=[CH:21][C:20]=1[F:19]. (5) Given the reactants [NH2:1][C:2]1[CH:33]=[CH:32][C:5]([CH2:6][CH2:7][N:8]2[C:13]3[N:14]=[C:15]([NH:18][CH3:19])[N:16]=[CH:17][C:12]=3[CH:11]=[C:10]([C:20]3[CH:25]=[C:24]([O:26][CH3:27])[CH:23]=[C:22]([O:28][CH3:29])[C:21]=3[Cl:30])[C:9]2=[O:31])=[CH:4][CH:3]=1.[CH3:34][N:35]([CH3:42])[CH2:36]/[CH:37]=[CH:38]/[C:39](Cl)=[O:40], predict the reaction product. The product is: [Cl:30][C:21]1[C:22]([O:28][CH3:29])=[CH:23][C:24]([O:26][CH3:27])=[CH:25][C:20]=1[C:10]1[C:9](=[O:31])[N:8]([CH2:7][CH2:6][C:5]2[CH:32]=[CH:33][C:2]([NH:1][C:39](=[O:40])/[CH:38]=[CH:37]/[CH2:36][N:35]([CH3:42])[CH3:34])=[CH:3][CH:4]=2)[C:13]2[N:14]=[C:15]([NH:18][CH3:19])[N:16]=[CH:17][C:12]=2[CH:11]=1. (6) Given the reactants [NH2:1][C:2]1[S:3][CH:4]=[C:5]([CH2:7][C:8]([O:10][CH2:11][CH3:12])=[O:9])[N:6]=1.[F:13][C:14]1[C:19]([F:20])=[C:18]([F:21])[CH:17]=[CH:16][C:15]=1[S:22](Cl)(=[O:24])=[O:23], predict the reaction product. The product is: [F:13][C:14]1[C:19]([F:20])=[C:18]([F:21])[CH:17]=[CH:16][C:15]=1[S:22]([NH:1][C:2]1[S:3][CH:4]=[C:5]([CH2:7][C:8]([O:10][CH2:11][CH3:12])=[O:9])[N:6]=1)(=[O:24])=[O:23]. (7) Given the reactants Br[C:2]1[CH:3]=[C:4]2[C:9](=[CH:10][CH:11]=1)[N:8]=[CH:7][C:6]([C:12]([CH:14]1[CH2:16][CH2:15]1)=[O:13])=[C:5]2[N:17]1[CH2:33][CH2:32][C:20]2([CH2:24][N:23]([C:25]([O:27][C:28]([CH3:31])([CH3:30])[CH3:29])=[O:26])[CH2:22][CH2:21]2)[CH2:19][CH2:18]1.[Cl:34][C:35]1[CH:36]=[C:37](B(O)O)[CH:38]=[C:39]([O:42][CH3:43])[C:40]=1[OH:41], predict the reaction product. The product is: [Cl:34][C:35]1[CH:36]=[C:37]([C:2]2[CH:3]=[C:4]3[C:9](=[CH:10][CH:11]=2)[N:8]=[CH:7][C:6]([C:12]([CH:14]2[CH2:16][CH2:15]2)=[O:13])=[C:5]3[N:17]2[CH2:33][CH2:32][C:20]3([CH2:24][N:23]([C:25]([O:27][C:28]([CH3:31])([CH3:30])[CH3:29])=[O:26])[CH2:22][CH2:21]3)[CH2:19][CH2:18]2)[CH:38]=[C:39]([O:42][CH3:43])[C:40]=1[OH:41]. (8) Given the reactants [Cl:1][C:2]1[C:10]([C:11]([F:14])([F:13])[F:12])=[CH:9][CH:8]=[CH:7][C:3]=1[C:4](O)=[O:5].C(C1NC=CN=1)(C1NC=CN=1)=O.O.[NH2:28][NH2:29].Cl, predict the reaction product. The product is: [Cl:1][C:2]1[C:10]([C:11]([F:14])([F:13])[F:12])=[CH:9][CH:8]=[CH:7][C:3]=1[C:4]([NH:28][NH2:29])=[O:5]. (9) Given the reactants [CH2:1]1[C:9]2[C:4](=[CH:5][C:6]([NH2:10])=[CH:7][CH:8]=2)[CH2:3][CH2:2]1.[C:11](Cl)([CH3:13])=[O:12], predict the reaction product. The product is: [CH2:1]1[C:9]2[C:4](=[CH:5][C:6]([NH:10][C:11](=[O:12])[CH3:13])=[CH:7][CH:8]=2)[CH2:3][CH2:2]1.